Dataset: Full USPTO retrosynthesis dataset with 1.9M reactions from patents (1976-2016). Task: Predict the reactants needed to synthesize the given product. (1) Given the product [CH3:18][O:19][C:20]([C:22]1[N:23]=[N:24][C:25]([C:32]([N:1]2[CH2:6][CH2:5][CH2:4][CH2:3][CH2:2]2)=[O:33])=[CH:26][C:27]=1[CH2:28][CH:29]([CH3:31])[CH3:30])=[O:21], predict the reactants needed to synthesize it. The reactants are: [NH:1]1[CH2:6][CH2:5][CH2:4][CH2:3][CH2:2]1.C[Al](C)C.C1(C)C=CC=CC=1.[CH3:18][O:19][C:20]([C:22]1[N:23]=[N:24][C:25]([C:32](OC)=[O:33])=[CH:26][C:27]=1[CH2:28][CH:29]([CH3:31])[CH3:30])=[O:21]. (2) Given the product [C:1]([C:5]1[O:9][N:8]=[C:7]([C:10]2[CH:11]=[CH:12][C:13]([C:16]3[S:20][C:19]([CH2:21][O:22][C:23]4[CH:24]=[CH:25][C:26]([CH2:29][C@H:30]([O:34][CH2:35][CH3:36])[C:31]([O-:33])=[O:32])=[CH:27][CH:28]=4)=[C:18]([CH3:37])[CH:17]=3)=[CH:14][CH:15]=2)[CH:6]=1)([CH3:4])([CH3:3])[CH3:2].[Na+:38], predict the reactants needed to synthesize it. The reactants are: [C:1]([C:5]1[O:9][N:8]=[C:7]([C:10]2[CH:15]=[CH:14][C:13]([C:16]3[S:20][C:19]([CH2:21][O:22][C:23]4[CH:28]=[CH:27][C:26]([CH2:29][C@H:30]([O:34][CH2:35][CH3:36])[C:31]([OH:33])=[O:32])=[CH:25][CH:24]=4)=[C:18]([CH3:37])[CH:17]=3)=[CH:12][CH:11]=2)[CH:6]=1)([CH3:4])([CH3:3])[CH3:2].[Na+:38].C(C(CCCC)C([O-])=O)C. (3) Given the product [O:1]1[CH:5]=[CH:4][CH:3]=[C:2]1[C:6]1[O:10][N:9]=[C:8]([CH2:11][O:12][C:18]([N:15]2[CH:14]=[CH:13][N:17]=[CH:16]2)=[O:19])[CH:7]=1, predict the reactants needed to synthesize it. The reactants are: [O:1]1[CH:5]=[CH:4][CH:3]=[C:2]1[C:6]1[O:10][N:9]=[C:8]([CH2:11][OH:12])[CH:7]=1.[CH:13]1[N:17]=[CH:16][N:15]([C:18](N2C=NC=C2)=[O:19])[CH:14]=1. (4) Given the product [CH3:1][O:2][C:3]1[CH:4]=[C:5]2[C:10](=[CH:11][C:12]=1[O:13][CH2:14][CH2:15][CH2:16][N:19]1[CH2:24][CH2:23][O:22][CH2:21][CH2:20]1)[N:9]=[CH:8][NH:7][C:6]2=[O:18], predict the reactants needed to synthesize it. The reactants are: [CH3:1][O:2][C:3]1[CH:4]=[C:5]2[C:10](=[CH:11][C:12]=1[O:13][CH2:14][CH2:15][CH2:16]Cl)[N:9]=[CH:8][NH:7][C:6]2=[O:18].[NH:19]1[CH2:24][CH2:23][O:22][CH2:21][CH2:20]1.C(O)(CC)C.